Dataset: Peptide-MHC class II binding affinity with 134,281 pairs from IEDB. Task: Regression. Given a peptide amino acid sequence and an MHC pseudo amino acid sequence, predict their binding affinity value. This is MHC class II binding data. (1) The peptide sequence is PEEIKQLQQFQKEDA. The MHC is DRB1_0404 with pseudo-sequence DRB1_0404. The binding affinity (normalized) is 0.406. (2) The peptide sequence is AAFSRMLSLFFRQHI. The MHC is DRB1_0301 with pseudo-sequence DRB1_0301. The binding affinity (normalized) is 0.280. (3) The peptide sequence is CYGGHTNEDDSNFAHW. The MHC is DRB1_0405 with pseudo-sequence DRB1_0405. The binding affinity (normalized) is 0. (4) The peptide sequence is FESLRDEEAYSIV. The MHC is HLA-DPA10201-DPB10501 with pseudo-sequence HLA-DPA10201-DPB10501. The binding affinity (normalized) is 0.130. (5) The peptide sequence is VMGDTAWDFSSAGGF. The MHC is DRB1_0404 with pseudo-sequence DRB1_0404. The binding affinity (normalized) is 0.324. (6) The peptide sequence is GSFVRTVSLPVGADE. The MHC is HLA-DQA10501-DQB10201 with pseudo-sequence HLA-DQA10501-DQB10201. The binding affinity (normalized) is 0.420. (7) The peptide sequence is VDGMAWFTPVGLAVD. The MHC is DRB5_0101 with pseudo-sequence DRB5_0101. The binding affinity (normalized) is 0.133. (8) The peptide sequence is RLKQLPLLESQIATIEQSAP. The MHC is DRB1_0401 with pseudo-sequence DRB1_0401. The binding affinity (normalized) is 0.537.